From a dataset of Reaction yield outcomes from USPTO patents with 853,638 reactions. Predict the reaction yield, written as a fraction of the theoretical maximum amount of product (1.0 means a 100% yield; for example, 0.34 means a 34% yield). (1) The reactants are Br[CH:2]([C:14]1[CH:19]=[CH:18][CH:17]=[CH:16][CH:15]=1)[C:3]([O:5][C@H:6]([C:8]1[CH:13]=[CH:12][CH:11]=[CH:10][CH:9]=1)[CH3:7])=[O:4].C(N(CC)CC)C.[CH3:27][C:28]1([OH:34])[CH2:33][CH2:32][NH:31][CH2:30][CH2:29]1. The catalyst is C1COCC1.[I-].C([N+](CCCC)(CCCC)CCCC)CCC.C(OCC)(=O)C. The product is [OH:34][C:28]1([CH3:27])[CH2:33][CH2:32][N:31]([C@H:2]([C:14]2[CH:19]=[CH:18][CH:17]=[CH:16][CH:15]=2)[C:3]([O:5][C@H:6]([C:8]2[CH:13]=[CH:12][CH:11]=[CH:10][CH:9]=2)[CH3:7])=[O:4])[CH2:30][CH2:29]1. The yield is 0.600. (2) The reactants are [CH3:1][O:2][C:3]1[CH:4]=[C:5]2[C:10](=[CH:11][CH:12]=1)[N:9]=[C:8]([C:13]1[CH:21]=[CH:20][C:16]([C:17](=[S:19])[NH2:18])=[CH:15][CH:14]=1)[CH:7]=[CH:6]2.[C:22](Cl)(=[O:26])C(Cl)=O.[Si]([N:32]=[N+]=[N-])(C)(C)C.O. The catalyst is ClCCCl.CC(O)C. The product is [CH3:1][O:2][C:3]1[CH:4]=[C:5]2[C:10](=[CH:11][CH:12]=1)[N:9]=[C:8]([C:13]1[CH:21]=[CH:20][C:16]([C:17]3[S:19][NH:32][C:22](=[O:26])[N:18]=3)=[CH:15][CH:14]=1)[CH:7]=[CH:6]2. The yield is 0.490. (3) The reactants are [CH3:1][O:2][C:3]1[CH:4]=[C:5]2[C:10](=[CH:11][C:12]=1[O:13][CH3:14])[N:9]=[CH:8][CH:7]=[C:6]2[O:15][C:16]1[CH:22]=[CH:21][C:19]([NH2:20])=[CH:18][C:17]=1[O:23][CH3:24].C(N(CC)CC)C.ClC(Cl)(O[C:36](=[O:42])OC(Cl)(Cl)Cl)Cl.[Br:44][C:45]1[CH:46]=[C:47]([C@H:51]([NH2:53])[CH3:52])[CH:48]=[CH:49][CH:50]=1. The catalyst is C(Cl)(Cl)Cl. The product is [Br:44][C:45]1[CH:46]=[C:47]([C@H:51]([NH:53][C:36]([NH:20][C:19]2[CH:21]=[CH:22][C:16]([O:15][C:6]3[C:5]4[C:10](=[CH:11][C:12]([O:13][CH3:14])=[C:3]([O:2][CH3:1])[CH:4]=4)[N:9]=[CH:8][CH:7]=3)=[C:17]([O:23][CH3:24])[CH:18]=2)=[O:42])[CH3:52])[CH:48]=[CH:49][CH:50]=1. The yield is 0.290. (4) The reactants are C(NC(C)C)(C)C.C([Li])CCC.[CH3:13][O:14][C:15](=[O:31])[CH2:16][C:17]1[CH:22]=[CH:21][C:20]([S:23]([CH3:26])(=[O:25])=[O:24])=[C:19]([S:27]([CH3:30])(=[O:29])=[O:28])[CH:18]=1.I[CH2:33][CH:34]1[CH2:38][CH2:37][CH2:36][CH2:35]1. The catalyst is O1CCCC1.CN1CCCN(C)C1=O. The product is [CH3:13][O:14][C:15](=[O:31])[CH:16]([C:17]1[CH:22]=[CH:21][C:20]([S:23]([CH3:26])(=[O:24])=[O:25])=[C:19]([S:27]([CH3:30])(=[O:29])=[O:28])[CH:18]=1)[CH2:33][CH:34]1[CH2:38][CH2:37][CH2:36][CH2:35]1. The yield is 0.670. (5) The reactants are [NH2:1][CH:2]1[CH2:11][C:10]2[C:9]([C:12]([NH2:14])=[O:13])=[CH:8][CH:7]=[C:6]([F:15])[C:5]=2[O:4][CH2:3]1.Br[CH2:17][CH2:18][CH2:19][C:20]1[C:28]2[C:23](=[CH:24][CH:25]=[C:26]([F:29])[CH:27]=2)[NH:22][CH:21]=1.C(N(CC)CC)C. The yield is 0.600. The catalyst is CS(C)=O.C(OCC)(=O)C. The product is [F:15][C:6]1[C:5]2[O:4][CH2:3][CH:2]([NH:1][CH2:17][CH2:18][CH2:19][C:20]3[C:28]4[C:23](=[CH:24][CH:25]=[C:26]([F:29])[CH:27]=4)[NH:22][CH:21]=3)[CH2:11][C:10]=2[C:9]([C:12]([NH2:14])=[O:13])=[CH:8][CH:7]=1. (6) The reactants are [C:1]([O:9][C@H:10]1[C@:14]([F:16])([CH3:15])[C@H:13]([N:17]2[CH:22]=[CH:21][C:20](=[O:23])[NH:19][C:18]2=[O:24])[O:12][C@:11]1([F:27])[CH2:25]I)(=[O:8])[C:2]1[CH:7]=[CH:6][CH:5]=[CH:4][CH:3]=1.[C:28]([O-])(=[O:35])[C:29]1[CH:34]=[CH:33][CH:32]=[CH:31][CH:30]=1.[Na+].C1OCCOCCOCCOCCOCCOC1.O. The catalyst is CS(C)=O. The product is [C:1]([O:9][C@H:10]1[C@:14]([F:16])([CH3:15])[C@H:13]([N:17]2[CH:22]=[CH:21][C:20](=[O:23])[NH:19][C:18]2=[O:24])[O:12][C@@:11]1([F:27])[CH2:25][C:28](=[O:35])[C:29]1[CH:34]=[CH:33][CH:32]=[CH:31][CH:30]=1)(=[O:8])[C:2]1[CH:7]=[CH:6][CH:5]=[CH:4][CH:3]=1. The yield is 0.610. (7) The reactants are [CH2:1]([O:8][C:9]1[CH:10]=[C:11]([OH:15])[CH:12]=[CH:13][CH:14]=1)[C:2]1[CH:7]=[CH:6][CH:5]=[CH:4][CH:3]=1.C([Mg]Cl)(C)C.[C:21]1([CH:27]([C:39]2[CH:44]=[CH:43][CH:42]=[CH:41][CH:40]=2)[N:28]2[C:36]3[C:31](=[CH:32][CH:33]=[CH:34][CH:35]=3)[C:30](=[O:37])[C:29]2=[O:38])[CH:26]=[CH:25][CH:24]=[CH:23][CH:22]=1. The catalyst is O1CCCC1.ClCCl. The product is [CH2:1]([O:8][C:9]1[CH:14]=[CH:13][C:12]([C:30]2([OH:37])[C:31]3[C:36](=[CH:35][CH:34]=[CH:33][CH:32]=3)[N:28]([CH:27]([C:21]3[CH:22]=[CH:23][CH:24]=[CH:25][CH:26]=3)[C:39]3[CH:44]=[CH:43][CH:42]=[CH:41][CH:40]=3)[C:29]2=[O:38])=[C:11]([OH:15])[CH:10]=1)[C:2]1[CH:3]=[CH:4][CH:5]=[CH:6][CH:7]=1. The yield is 0.970.